Dataset: Reaction yield outcomes from USPTO patents with 853,638 reactions. Task: Predict the reaction yield, written as a fraction of the theoretical maximum amount of product (1.0 means a 100% yield; for example, 0.34 means a 34% yield). (1) The yield is 0.910. The catalyst is C1COCC1. The product is [CH2:14]([N:2]1[CH2:3][CH2:4][C:5]2[C:6]3[C:11](=[CH:10][CH:9]=[CH:8][CH:7]=3)[NH:12][C:13]=2[CH2:1]1)[CH2:15][CH3:16]. The reactants are [CH2:1]1[C:13]2[NH:12][C:11]3[C:6](=[CH:7][CH:8]=[CH:9][CH:10]=3)[C:5]=2[CH2:4][CH2:3][NH:2]1.[CH:14](=O)[CH2:15][CH3:16].C(O)(=O)C.C(O[BH-](OC(=O)C)OC(=O)C)(=O)C.[Na+]. (2) The reactants are [CH:1]1([O:6][C:7](=[O:28])[C@@H:8]([NH:15][S:16]([C:19]2[CH:24]=[CH:23][C:22]([N+:25]([O-])=O)=[CH:21][CH:20]=2)(=[O:18])=[O:17])[C:9]2[CH:14]=[CH:13][CH:12]=[CH:11][CH:10]=2)[CH2:5][CH2:4][CH2:3][CH2:2]1. The catalyst is CCOC(C)=O.[Pd]. The product is [CH:1]1([O:6][C:7](=[O:28])[C@@H:8]([NH:15][S:16]([C:19]2[CH:20]=[CH:21][C:22]([NH2:25])=[CH:23][CH:24]=2)(=[O:17])=[O:18])[C:9]2[CH:14]=[CH:13][CH:12]=[CH:11][CH:10]=2)[CH2:2][CH2:3][CH2:4][CH2:5]1. The yield is 0.920. (3) The reactants are [CH3:1][S:2]([CH2:5][C:6]#[N:7])(=[O:4])=[O:3].C(=O)([O-])[O-].[K+].[K+].[Cl:14][C:15]1[CH:20]=[CH:19][C:18]([N:21]=[C:22]=[S:23])=[CH:17][CH:16]=1.[CH3:24]I. The product is [Cl:14][C:15]1[CH:20]=[CH:19][C:18]([NH:21][C:22]([S:23][CH3:24])=[C:5]([S:2]([CH3:1])(=[O:4])=[O:3])[C:6]#[N:7])=[CH:17][CH:16]=1. The yield is 0.800. The catalyst is CC(C)=O. (4) The reactants are Cl[C:2]1[N:7]=[C:6]([CH:8]([CH:11]2[N:15]([CH2:16][CH3:17])[C:14]3[CH:18]=[CH:19][CH:20]=[CH:21][C:13]=3[NH:12]2)[C:9]#[N:10])[CH:5]=[CH:4][N:3]=1.[CH:22]1([NH2:29])[CH2:28][CH2:27][CH2:26][CH2:25][CH2:24][CH2:23]1. No catalyst specified. The product is [CH:22]1([NH:29][C:2]2[N:7]=[C:6](/[C:8](=[C:11]3\[NH:12][C:13]4[CH:21]=[CH:20][CH:19]=[CH:18][C:14]=4[N:15]\3[CH2:16][CH3:17])/[C:9]#[N:10])[CH:5]=[CH:4][N:3]=2)[CH2:28][CH2:27][CH2:26][CH2:25][CH2:24][CH2:23]1. The yield is 0.760. (5) The reactants are [NH2:1][C:2]1[CH:7]=[CH:6][C:5]([OH:8])=[CH:4][C:3]=1[CH3:9].N1C=CN=C1.[CH:15]([Si:18](Cl)([CH:22]([CH3:24])[CH3:23])[CH:19]([CH3:21])[CH3:20])([CH3:17])[CH3:16]. The catalyst is C1COCC1.CC(OC)(C)C. The product is [CH3:9][C:3]1[CH:4]=[C:5]([O:8][Si:18]([CH:22]([CH3:24])[CH3:23])([CH:19]([CH3:21])[CH3:20])[CH:15]([CH3:17])[CH3:16])[CH:6]=[CH:7][C:2]=1[NH2:1]. The yield is 0.830.